From a dataset of Full USPTO retrosynthesis dataset with 1.9M reactions from patents (1976-2016). Predict the reactants needed to synthesize the given product. Given the product [F:26][C:25]([F:28])([F:27])[C:24]1[N:20]([C:18]2[CH:17]=[CH:16][CH:15]=[C:14]([C:9]3[CH:10]=[CH:11][CH:12]=[CH:13][C:8]=3[O:7][CH2:6][C:5]3[CH:34]=[CH:35][C:2](/[CH:45]=[CH:44]/[C:41]4[CH:40]=[CH:39][C:38]([C:37]([F:36])([F:49])[F:50])=[CH:43][CH:42]=4)=[CH:3][CH:4]=3)[N:19]=2)[N:21]=[CH:22][C:23]=1[C:29]([O:31][CH2:32][CH3:33])=[O:30], predict the reactants needed to synthesize it. The reactants are: Br[C:2]1[CH:35]=[CH:34][C:5]([CH2:6][O:7][C:8]2[CH:13]=[CH:12][CH:11]=[CH:10][C:9]=2[C:14]2[N:19]=[C:18]([N:20]3[C:24]([C:25]([F:28])([F:27])[F:26])=[C:23]([C:29]([O:31][CH2:32][CH3:33])=[O:30])[CH:22]=[N:21]3)[CH:17]=[CH:16][CH:15]=2)=[CH:4][CH:3]=1.[F:36][C:37]([F:50])([F:49])[C:38]1[CH:43]=[CH:42][C:41]([CH:44]=[CH:45]B(O)O)=[CH:40][CH:39]=1.C(=O)([O-])[O-].[Na+].[Na+].